From a dataset of Forward reaction prediction with 1.9M reactions from USPTO patents (1976-2016). Predict the product of the given reaction. (1) Given the reactants C[C@@]12[C@@H](C(NC3C=C(C(F)(F)F)C=CC=3C(F)(F)F)=O)CC[C@H]1[C@@H]1CC[C@H]3NC(=O)C=C[C@]3(C)[C@H]1CC2.[O:38]=[C:39]1[CH2:56][CH2:55][C@@:54]2([CH3:57])[C:41]([CH2:42][CH2:43][C@@H:44]3[C@@H:53]2[CH2:52][CH2:51][C@@:49]2([CH3:50])[C@H:45]3[CH2:46][CH2:47][C@@H:48]2[C:58]([OH:60])=O)=[CH:40]1.S(Cl)([Cl:63])=O, predict the reaction product. The product is: [O:38]=[C:39]1[CH2:56][CH2:55][C@@:54]2([CH3:57])[C:41]([CH2:42][CH2:43][C@@H:44]3[C@@H:53]2[CH2:52][CH2:51][C@@:49]2([CH3:50])[C@H:45]3[CH2:46][CH2:47][C@@H:48]2[C:58]([Cl:63])=[O:60])=[CH:40]1. (2) The product is: [CH2:1]([N:3]1[C:12]2[C:7](=[CH:8][C:9]([CH2:13][CH:14]=[CH2:15])=[CH:10][CH:11]=2)[C:6](=[O:16])[C:5]([C:17]([OH:19])=[O:18])=[CH:4]1)[CH3:2]. Given the reactants [CH2:1]([N:3]1[C:12]2[C:7](=[CH:8][C:9]([CH2:13][CH:14]=[CH2:15])=[CH:10][CH:11]=2)[C:6](=[O:16])[C:5]([C:17]([O:19]CC)=[O:18])=[CH:4]1)[CH3:2].[OH-].[Na+], predict the reaction product. (3) Given the reactants [CH3:1][C:2]1([CH3:40])[O:7][C:6]2[CH:8]=[CH:9][C:10]([C@H:12]3[O:16]C(=O)[N:14]([CH2:18][CH2:19][CH2:20][CH2:21][CH2:22][CH2:23][O:24][CH2:25][CH2:26][CH2:27][CH2:28][C:29]4[CH:30]=[C:31]([NH:36][C:37]([NH2:39])=[O:38])[CH:32]=[C:33]([CH3:35])[CH:34]=4)[CH2:13]3)=[CH:11][C:5]=2[CH2:4][O:3]1.C[Si](C)(C)[O-].[K+], predict the reaction product. The product is: [CH3:1][C:2]1([CH3:40])[O:7][C:6]2[CH:8]=[CH:9][C:10]([C@@H:12]([OH:16])[CH2:13][NH:14][CH2:18][CH2:19][CH2:20][CH2:21][CH2:22][CH2:23][O:24][CH2:25][CH2:26][CH2:27][CH2:28][C:29]3[CH:30]=[C:31]([NH:36][C:37]([NH2:39])=[O:38])[CH:32]=[C:33]([CH3:35])[CH:34]=3)=[CH:11][C:5]=2[CH2:4][O:3]1. (4) Given the reactants N[C:2]1C=NC=N[CH:7]=1.C(=O)C.[H][H].[CH2:13]([NH:15][C:16]1[CH:17]=[N:18][CH:19]=[N:20][CH:21]=1)[CH3:14], predict the reaction product. The product is: [CH2:13]([N:15]([C:16]1[CH:17]=[N:18][CH:19]=[N:20][CH:21]=1)[CH2:2][CH3:7])[CH3:14]. (5) Given the reactants [F:1][C:2]1[CH:3]=[C:4]([C:9]2([OH:21])[CH2:13][CH2:12][N:11](C(OC(C)(C)C)=O)[CH2:10]2)[CH:5]=[C:6]([F:8])[CH:7]=1.FC(F)(F)C(O)=O, predict the reaction product. The product is: [F:1][C:2]1[CH:3]=[C:4]([C:9]2([OH:21])[CH2:13][CH2:12][NH:11][CH2:10]2)[CH:5]=[C:6]([F:8])[CH:7]=1. (6) Given the reactants FC1C=C(C2CCC3C(=CC=C(O)C=3)O2)C=CC=1.[F:19][C:20]1[CH:21]=[C:22]([CH:27]2[CH2:36][CH:35](O)[C:34]3[C:29](=[CH:30][CH:31]=[C:32]([OH:38])[CH:33]=3)[O:28]2)[CH:23]=[C:24]([F:26])[CH:25]=1, predict the reaction product. The product is: [F:19][C:20]1[CH:21]=[C:22]([CH:27]2[CH2:36][CH2:35][C:34]3[C:29](=[CH:30][CH:31]=[C:32]([OH:38])[CH:33]=3)[O:28]2)[CH:23]=[C:24]([F:26])[CH:25]=1.